This data is from Full USPTO retrosynthesis dataset with 1.9M reactions from patents (1976-2016). The task is: Predict the reactants needed to synthesize the given product. (1) Given the product [Cl:15][C:16]1[N:21]=[C:20]([O:22][CH3:23])[C:19]([C:24]#[C:25][C@@H:26]2[CH2:31][CH2:30][CH2:29][C@H:28]([NH:32][C:11](=[O:13])[C@@H:9]([N:8]([CH3:14])[C:1](=[O:2])[O:3][C:4]([CH3:5])([CH3:6])[CH3:7])[CH3:10])[CH2:27]2)=[CH:18][N:17]=1, predict the reactants needed to synthesize it. The reactants are: [C:1]([N:8]([CH3:14])[C@H:9]([C:11]([OH:13])=O)[CH3:10])([O:3][C:4]([CH3:7])([CH3:6])[CH3:5])=[O:2].[Cl:15][C:16]1[N:21]=[C:20]([O:22][CH3:23])[C:19]([C:24]#[C:25][C@@H:26]2[CH2:31][CH2:30][CH2:29][C@H:28]([NH2:32])[CH2:27]2)=[CH:18][N:17]=1.Cl.C(=O)([O-])O.[Na+]. (2) The reactants are: C([N:8]1[C:20]2[CH:19]=[CH:18][CH:17]=[CH:16][C:15]=2[C:14]2[C:9]1=[CH:10][CH:11]=[CH:12][CH:13]=2)C1C=CC=CC=1.[CH3:21][C:22]1[CH:30]=[C:29]([CH3:31])[CH:28]=[C:27]([CH3:32])[C:23]=1[C:24](Cl)=[O:25].[Al+3].[Cl-].[Cl-].[Cl-].[C:37]1([CH3:46])[C:38]([C:43](Cl)=[O:44])=[CH:39][CH:40]=[CH:41][CH:42]=1. Given the product [C:37]1([CH3:46])[CH:42]=[CH:41][CH:40]=[CH:39][C:38]=1[C:43]([C:12]1[CH:11]=[CH:10][C:9]2[NH:8][C:20]3[C:15]([C:14]=2[CH:13]=1)=[CH:16][C:17]([C:24](=[O:25])[C:23]1[C:22]([CH3:21])=[CH:30][C:29]([CH3:31])=[CH:28][C:27]=1[CH3:32])=[CH:18][CH:19]=3)=[O:44], predict the reactants needed to synthesize it. (3) Given the product [CH3:1][N:2]1[CH:10]=[C:9]2[C:4]([CH:5]=[CH:6][C:7]3[CH2:13][CH2:12][C@H:11]([CH2:14][CH2:15][CH2:20][C:21]([NH2:29])=[O:43])[C:8]=32)=[N:3]1, predict the reactants needed to synthesize it. The reactants are: [CH3:1][N:2]1[CH:10]=[C:9]2[C:4]([CH:5]=[CH:6][C:7]3[CH2:13][CH2:12][CH:11]([CH2:14][CH2:15]NC(=O)C)[C:8]=32)=[N:3]1.[CH3:20][CH:21]([NH:29]CCC#N)CC1C=CC=CC=1.Cl.CCCCCC.C([OH:43])C.